Dataset: Full USPTO retrosynthesis dataset with 1.9M reactions from patents (1976-2016). Task: Predict the reactants needed to synthesize the given product. (1) Given the product [Cl:12][C:5]1([CH:1]([F:4])[F:3])[O:7][CH2:10][CH2:9][O:6]1, predict the reactants needed to synthesize it. The reactants are: [C:1]([CH:5]([OH:7])[OH:6])([F:4])([F:3])Cl.Br[CH2:9][CH2:10]O.[Cl-:12].[Ca+2].[Cl-].C(=O)([O-])[O-].[K+].[K+]. (2) The reactants are: I[C:2]1[C:3]([C:16]2[CH:21]=[CH:20][CH:19]=[C:18]([N+:22]([O-:24])=[O:23])[CH:17]=2)=[N:4][N:5]([CH2:7][C:8]2[CH:13]=[CH:12][C:11]([O:14][CH3:15])=[CH:10][CH:9]=2)[CH:6]=1.CC1(C)C(C)(C)OB([C:33]2[CH:38]=[CH:37][N:36]=[CH:35][CH:34]=2)O1.C(=O)([O-])[O-].[Cs+].[Cs+]. Given the product [CH3:15][O:14][C:11]1[CH:12]=[CH:13][C:8]([CH2:7][N:5]2[CH:6]=[C:2]([C:33]3[CH:38]=[CH:37][N:36]=[CH:35][CH:34]=3)[C:3]([C:16]3[CH:21]=[CH:20][CH:19]=[C:18]([N+:22]([O-:24])=[O:23])[CH:17]=3)=[N:4]2)=[CH:9][CH:10]=1, predict the reactants needed to synthesize it. (3) The reactants are: C[O:2][C:3]1[CH:4]=[CH:5][C:6]2[C:18](=[O:19])[C:17]3[O:16][C:15]4[C:10](=[CH:11][CH:12]=[C:13]5[CH:23]=[CH:22][CH:21]=[CH:20][C:14]5=4)[C:9]=3[O:8][C:7]=2[CH:24]=1.N1C(=O)CC[C@H]1C(O)=O.Cl. Given the product [OH:2][C:3]1[CH:4]=[CH:5][C:6]2[C:18](=[O:19])[C:17]3[O:16][C:15]4[C:10](=[CH:11][CH:12]=[C:13]5[CH:23]=[CH:22][CH:21]=[CH:20][C:14]5=4)[C:9]=3[O:8][C:7]=2[CH:24]=1, predict the reactants needed to synthesize it. (4) Given the product [N:10]1[CH:15]=[CH:14][CH:13]=[CH:12][C:11]=1[S:16]([C:2]1[S:6][CH:5]=[N:4][C:3]=1[CH:7]=[O:8])(=[O:18])=[O:17], predict the reactants needed to synthesize it. The reactants are: Cl[C:2]1[S:6][CH:5]=[N:4][C:3]=1[CH:7]=[O:8].[Na+].[N:10]1[CH:15]=[CH:14][CH:13]=[CH:12][C:11]=1[S:16]([O-:18])=[O:17]. (5) Given the product [OH:2][CH2:3][CH2:4][N:5]1[CH2:10][CH2:9][N:8]([C:11]([O:13][C:14]([CH3:17])([CH3:16])[CH3:15])=[O:12])[CH2:7][C@H:6]1[CH3:18], predict the reactants needed to synthesize it. The reactants are: C[O:2][C:3](=O)[CH2:4][N:5]1[CH2:10][CH2:9][N:8]([C:11]([O:13][C:14]([CH3:17])([CH3:16])[CH3:15])=[O:12])[CH2:7][C@H:6]1[CH3:18].[H-].[Li+].[Al+3].[H-].[H-].[H-]. (6) The reactants are: [C:1]([O-:4])(=[O:3])C.[O:5]=[C:6]1[C@@H:9]([NH3+:10])[CH2:8][NH:7]1.[CH3:11]CN(C(C)C)C(C)C.[F:20][C:21]1([F:41])[O:25][C:24]2[CH:26]=[CH:27][C:28](C3C=CN(C([O-])=O)C(=O)C=3C)=[CH:29][C:23]=2[O:22]1. Given the product [F:41][C:21]1([F:20])[O:25][C:24]2[CH:26]=[CH:27][C:28]([O:4][C:1](=[O:3])[N:10]([CH3:11])[C@H:9]3[CH2:8][NH:7][C:6]3=[O:5])=[CH:29][C:23]=2[O:22]1, predict the reactants needed to synthesize it. (7) The reactants are: [BH4-].[Na+].[CH3:3][CH:4]1[CH2:12][C:11]2[C:6](=[C:7]([C:14]3[CH:19]=[C:18]([CH3:20])[CH:17]=[CH:16][C:15]=3[CH3:21])[CH:8]=[C:9]([CH3:13])[CH:10]=2)[C:5]1=O.C1(C)C=CC=CC=1.S(=O)(=O)(O)O. Given the product [CH3:3][C:4]1[CH2:12][C:11]2[C:6]([CH:5]=1)=[C:7]([C:14]1[CH:19]=[C:18]([CH3:20])[CH:17]=[CH:16][C:15]=1[CH3:21])[CH:8]=[C:9]([CH3:13])[CH:10]=2, predict the reactants needed to synthesize it. (8) The reactants are: [Cl:1][CH2:2][C:3](Cl)=[O:4].[NH2:6][C:7]1[CH:15]=[CH:14][CH:13]=[C:12]2[C:8]=1[C:9](=[O:26])[N:10]([C@@:17]1([CH3:25])[CH2:22][CH2:21][C:20](=[O:23])[NH:19][C:18]1=[O:24])[C:11]2=[O:16]. Given the product [Cl:1][CH2:2][C:3]([NH:6][C:7]1[CH:15]=[CH:14][CH:13]=[C:12]2[C:8]=1[C:9](=[O:26])[N:10]([C@@:17]1([CH3:25])[CH2:22][CH2:21][C:20](=[O:23])[NH:19][C:18]1=[O:24])[C:11]2=[O:16])=[O:4], predict the reactants needed to synthesize it.